Regression. Given a peptide amino acid sequence and an MHC pseudo amino acid sequence, predict their binding affinity value. This is MHC class II binding data. From a dataset of Peptide-MHC class II binding affinity with 134,281 pairs from IEDB. (1) The peptide sequence is LIEKINAGFKAAVAA. The MHC is DRB1_1602 with pseudo-sequence DRB1_1602. The binding affinity (normalized) is 0.491. (2) The peptide sequence is SPKARSERPAIVPPA. The MHC is DRB5_0101 with pseudo-sequence DRB5_0101. The binding affinity (normalized) is 0.0553. (3) The peptide sequence is NKTKNKTNWKQTWTF. The MHC is DRB1_0404 with pseudo-sequence DRB1_0404. The binding affinity (normalized) is 0.412.